From a dataset of Experimentally validated miRNA-target interactions with 360,000+ pairs, plus equal number of negative samples. Binary Classification. Given a miRNA mature sequence and a target amino acid sequence, predict their likelihood of interaction. (1) The miRNA is rno-miR-130b-3p with sequence CAGUGCAAUGAUGAAAGGGCAU. The protein sequence of the target gene is MSSTSPNLQKAIDLASKAAQEDKAGNYEEALQLYQHAVQYFLHVVKYEAQGDKAKQSIRAKCTEYLDRAEKLKEYLKNKEKKAQKPVKEGQPSPADEKGNDSDGEGESDDPEKKKLQNQLQGAIVIERPNVKWSDVAGLEGAKEALKEAVILPIKFPHLFTGKRTPWRGILLFGPPGTGKSYLAKAVATEANNSTFFSISSSDLVSKWLGESEKLVKNLFQLARENKPSIIFIDEIDSLCGSRSENESEAARRIKTEFLVQMQGVGVDNDGILVLGATNIPWVLDSAIRRRFEKRIYIPL.... Result: 0 (no interaction). (2) The miRNA is mmu-miR-15a-5p with sequence UAGCAGCACAUAAUGGUUUGUG. The protein sequence of the target gene is MESGERLPSSAASSTTPTSSSTPSVASVVSKGGLSTGVASLSSTINPCGHLFRTAGDQPFNLSTVSSAFPMVSHPVFGLHSASSGHSEFGGLGTLGTPTALAAHPQLASFPGAEWWRTTDAHTRTGATFFPPLLGIPPLFAPPAQNHDSSSFHSRTSGKSNRNGPEKGVNGSINGSNTSSVIGINTSVLSTTASSSMGQTKSTSSGGGNRKCNQEQSKNQPLDARVDKIKDKKPRKKAMESSSNSDSDSGTSSDTSSEGISSSDSDDLEEDEEEEDQSIEESEDDDSDSESEAQHKSNNQ.... Result: 0 (no interaction).